This data is from Peptide-MHC class II binding affinity with 134,281 pairs from IEDB. The task is: Regression. Given a peptide amino acid sequence and an MHC pseudo amino acid sequence, predict their binding affinity value. This is MHC class II binding data. (1) The MHC is DRB1_0901 with pseudo-sequence DRB1_0901. The peptide sequence is MADDMERIFKRFDTN. The binding affinity (normalized) is 0.115. (2) The peptide sequence is NKIKQKTKQIGNRPG. The MHC is HLA-DQA10201-DQB10301 with pseudo-sequence HLA-DQA10201-DQB10301. The binding affinity (normalized) is 0. (3) The peptide sequence is SVAGRVDGLELKKLG. The MHC is DRB5_0101 with pseudo-sequence DRB5_0101. The binding affinity (normalized) is 0.587. (4) The peptide sequence is DDLMIRVIAQGPTAT. The MHC is DRB1_1101 with pseudo-sequence DRB1_1101. The binding affinity (normalized) is 0.342. (5) The binding affinity (normalized) is 0.619. The peptide sequence is IPQEWKPAITVKVLPA. The MHC is DRB5_0101 with pseudo-sequence DRB5_0101. (6) The MHC is HLA-DQA10501-DQB10303 with pseudo-sequence HLA-DQA10501-DQB10303. The binding affinity (normalized) is 0.345. The peptide sequence is LLVLAGWLFHVRGAR. (7) The peptide sequence is FTRGKLMSSLHLKRY. The MHC is DRB1_0701 with pseudo-sequence DRB1_0701. The binding affinity (normalized) is 0.546. (8) The peptide sequence is LVGPFNFRFMSKGGMRNVFDEVIPT. The MHC is HLA-DQA10501-DQB10201 with pseudo-sequence HLA-DQA10501-DQB10201. The binding affinity (normalized) is 0.650.